This data is from Full USPTO retrosynthesis dataset with 1.9M reactions from patents (1976-2016). The task is: Predict the reactants needed to synthesize the given product. (1) Given the product [Cl:19][C:20]1[CH:25]=[C:24]([S:26]([C:29]([F:32])([F:31])[F:30])(=[O:28])=[O:27])[CH:23]=[CH:22][C:21]=1[NH:33][C:34]([C:12]1[CH:13]=[C:8]([C:5]2[CH:4]=[CH:3][C:2]([Br:1])=[CH:7][CH:6]=2)[CH:9]=[C:10]([C:15]([CH3:18])([CH3:17])[CH3:16])[C:11]=1[OH:14])=[O:35], predict the reactants needed to synthesize it. The reactants are: [Br:1][C:2]1[CH:7]=[CH:6][C:5]([C:8]2[CH:13]=[CH:12][C:11]([OH:14])=[C:10]([C:15]([CH3:18])([CH3:17])[CH3:16])[CH:9]=2)=[CH:4][CH:3]=1.[Cl:19][C:20]1[CH:25]=[C:24]([S:26]([C:29]([F:32])([F:31])[F:30])(=[O:28])=[O:27])[CH:23]=[CH:22][C:21]=1[N:33]=[C:34]=[O:35]. (2) Given the product [OH:18][C:10]1[C:9]2[CH2:12][CH2:13][CH2:14][CH2:15][N:7]3[C:8]=2[C:3]([CH2:4][CH2:5][CH2:6]3)=[CH:2][CH:11]=1, predict the reactants needed to synthesize it. The reactants are: O[C:2]1[CH:11]=[CH:10][C:9]2[CH2:12][CH2:13][CH2:14][CH2:15][N:7]3[C:8]=2[C:3]=1[C:4](=O)[CH2:5][CH2:6]3.C[O:18]C1C=CC=C2C=1CCCC2=O.